From a dataset of Full USPTO retrosynthesis dataset with 1.9M reactions from patents (1976-2016). Predict the reactants needed to synthesize the given product. (1) Given the product [CH3:3][O:4][C:5](=[O:13])[CH:6]=[CH:7][C:8]1[N:9]([CH2:15][C:16]2[CH:17]=[CH:18][C:19]([CH2:22][CH2:23][CH2:24][C:25]3[N:26]=[C:27]([C:31]4[CH:36]=[CH:35][CH:34]=[CH:33][CH:32]=4)[O:28][C:29]=3[CH3:30])=[CH:20][CH:21]=2)[CH:10]=[CH:11][CH:12]=1, predict the reactants needed to synthesize it. The reactants are: [H-].[Na+].[CH3:3][O:4][C:5](=[O:13])[CH:6]=[CH:7][C:8]1[NH:9][CH:10]=[CH:11][CH:12]=1.Cl[CH2:15][C:16]1[CH:21]=[CH:20][C:19]([CH2:22][CH2:23][CH2:24][C:25]2[N:26]=[C:27]([C:31]3[CH:36]=[CH:35][CH:34]=[CH:33][CH:32]=3)[O:28][C:29]=2[CH3:30])=[CH:18][CH:17]=1. (2) Given the product [Cl:1][C:2]1[CH:3]=[C:4]2[C:8](=[CH:9][CH:10]=1)[NH:7][C:6](=[O:11])[CH:5]2[CH2:12][C:13]1[O:14][C:15]([C:18]2[CH:23]=[CH:22][CH:21]=[C:20]([C:24]([N:26]3[CH2:32][CH2:31][CH2:30][N:29]([CH3:33])[CH2:28][CH2:27]3)=[O:25])[CH:19]=2)=[CH:16][CH:17]=1, predict the reactants needed to synthesize it. The reactants are: [Cl:1][C:2]1[CH:3]=[C:4]2[C:8](=[CH:9][CH:10]=1)[NH:7][C:6](=[O:11])[C:5]2=[CH:12][C:13]1[O:14][C:15]([C:18]2[CH:23]=[CH:22][CH:21]=[C:20]([C:24]([N:26]3[CH2:32][CH2:31][CH2:30][N:29]([CH3:33])[CH2:28][CH2:27]3)=[O:25])[CH:19]=2)=[CH:16][CH:17]=1.[BH4-].[Na+].O.